Task: Predict the reactants needed to synthesize the given product.. Dataset: Full USPTO retrosynthesis dataset with 1.9M reactions from patents (1976-2016) (1) Given the product [CH3:1][C:2]([N:10]1[CH:14]=[C:13]([NH:15][C:16](=[O:23])[CH:17]([NH:22][C:33](=[O:34])[CH2:32][C:27]2[CH:26]=[C:25]([F:24])[CH:30]=[C:29]([F:31])[CH:28]=2)[CH2:18][CH:19]([CH3:20])[CH3:21])[N:12]=[CH:11]1)([CH3:9])[CH2:3][N:4]1[CH2:8][CH2:7][CH2:6][CH2:5]1, predict the reactants needed to synthesize it. The reactants are: [CH3:1][C:2]([N:10]1[CH:14]=[C:13]([NH:15][C:16](=[O:23])[CH:17]([NH2:22])[CH2:18][CH:19]([CH3:21])[CH3:20])[N:12]=[CH:11]1)([CH3:9])[CH2:3][N:4]1[CH2:8][CH2:7][CH2:6][CH2:5]1.[F:24][C:25]1[CH:26]=[C:27]([CH2:32][C:33](O)=[O:34])[CH:28]=[C:29]([F:31])[CH:30]=1. (2) Given the product [Cl:10][C:3]1[C:4]([CH3:9])=[C:5]([OH:8])[CH:6]=[CH:7][C:2]=1[C:11]#[N:12], predict the reactants needed to synthesize it. The reactants are: Br[C:2]1[CH:7]=[CH:6][C:5]([OH:8])=[C:4]([CH3:9])[C:3]=1[Cl:10].[CH3:11][N:12]1CCCC1=O. (3) Given the product [Cl:16][C:6]1[CH:7]=[CH:8][CH:9]=[C:10]2[C:5]=1[NH:4][CH:3]=[C:11]2[S:12]([CH3:15])(=[O:14])=[O:13], predict the reactants needed to synthesize it. The reactants are: CO[CH:3]=[N:4][C:5]1[C:10]([CH2:11][S:12]([CH3:15])(=[O:14])=[O:13])=[CH:9][CH:8]=[CH:7][C:6]=1[Cl:16].[OH-].[Na+].C(OCC)(=O)C.CCCCCC.